Dataset: Full USPTO retrosynthesis dataset with 1.9M reactions from patents (1976-2016). Task: Predict the reactants needed to synthesize the given product. (1) Given the product [Cl:3][C:4]1[CH:9]=[C:8]([S:10][C:32]2[CH:33]=[N:34][CH:35]=[C:36]([C:38]([O:40][CH2:41][CH3:42])=[O:39])[CH:37]=2)[CH:7]=[CH:6][C:5]=1[NH:21][C:22](=[O:30])[C@:23]([OH:29])([CH3:28])[C:24]([F:25])([F:26])[F:27], predict the reactants needed to synthesize it. The reactants are: [F-].[Cs+].[Cl:3][C:4]1[CH:9]=[C:8]([S:10][Si](C(C)C)(C(C)C)C(C)C)[CH:7]=[CH:6][C:5]=1[NH:21][C:22](=[O:30])[C@:23]([OH:29])([CH3:28])[C:24]([F:27])([F:26])[F:25].Br[C:32]1[CH:33]=[N:34][CH:35]=[C:36]([C:38]([O:40][CH2:41][CH3:42])=[O:39])[CH:37]=1.C(OCC)(=O)C. (2) Given the product [Cl:11][C:9]1[C:8]([O:12][CH3:13])=[CH:7][C:6](/[CH:14]=[CH:15]/[C:16]([N:28]2[CH2:27][C@H:26]([CH3:32])[N:25]([CH2:24][C:23]3[CH:33]=[CH:34][C:20]([F:19])=[CH:21][CH:22]=3)[CH2:30][C@H:29]2[CH3:31])=[O:18])=[C:5]([NH:4][C:1](=[O:3])[CH3:2])[CH:10]=1, predict the reactants needed to synthesize it. The reactants are: [C:1]([NH:4][C:5]1[CH:10]=[C:9]([Cl:11])[C:8]([O:12][CH3:13])=[CH:7][C:6]=1/[CH:14]=[CH:15]/[C:16]([OH:18])=O)(=[O:3])[CH3:2].[F:19][C:20]1[CH:34]=[CH:33][C:23]([CH2:24][N:25]2[CH2:30][C@H:29]([CH3:31])[NH:28][CH2:27][C@H:26]2[CH3:32])=[CH:22][CH:21]=1.CCN=C=NCCCN(C)C.Cl.Cl. (3) Given the product [Cl:1][C:2]1[CH:3]=[CH:4][C:5]([S:8][CH2:15][CH2:16][CH2:17][Cl:18])=[N:6][CH:7]=1, predict the reactants needed to synthesize it. The reactants are: [Cl:1][C:2]1[CH:3]=[CH:4][C:5]([SH:8])=[N:6][CH:7]=1.C[O-].[Na+].CO.Br[CH2:15][CH2:16][CH2:17][Cl:18].O. (4) Given the product [C:47]([NH:51][C:52](=[O:53])[NH:2][C@@H:3]([C:36]([CH3:39])([CH3:38])[CH3:37])[C:4]([N:6]1[CH2:10][C@H:9]([O:11][C:12]2[CH:17]=[CH:16][C:15]([Cl:18])=[CH:14][N:13]=2)[CH2:8][C@H:7]1[C:19]([NH:21][C@H:22]([CH:28]([OH:35])[C:29]([NH:31][CH:32]1[CH2:33][CH2:34]1)=[O:30])[CH2:23][CH:24]1[CH2:27][CH2:26][CH2:25]1)=[O:20])=[O:5])([CH3:50])([CH3:49])[CH3:48], predict the reactants needed to synthesize it. The reactants are: Cl.[NH2:2][C@@H:3]([C:36]([CH3:39])([CH3:38])[CH3:37])[C:4]([N:6]1[CH2:10][C@H:9]([O:11][C:12]2[CH:17]=[CH:16][C:15]([Cl:18])=[CH:14][N:13]=2)[CH2:8][C@H:7]1[C:19]([NH:21][C@H:22]([CH:28]([OH:35])[C:29]([NH:31][CH:32]1[CH2:34][CH2:33]1)=[O:30])[CH2:23][CH:24]1[CH2:27][CH2:26][CH2:25]1)=[O:20])=[O:5].C(N(CC)CC)C.[C:47]([N:51]=[C:52]=[O:53])([CH3:50])([CH3:49])[CH3:48]. (5) Given the product [CH3:1][O:2][C:3](=[O:14])[CH2:4][CH2:5][C:6]1[CH:11]=[CH:10][C:9]([O:12][C:16]2[CH:21]=[C:20]([F:22])[CH:19]=[C:18]([Br:23])[CH:17]=2)=[CH:8][C:7]=1[CH3:13], predict the reactants needed to synthesize it. The reactants are: [CH3:1][O:2][C:3](=[O:14])[CH2:4][CH2:5][C:6]1[CH:11]=[CH:10][C:9]([OH:12])=[CH:8][C:7]=1[CH3:13].Br[C:16]1[CH:21]=[C:20]([F:22])[CH:19]=[C:18]([Br:23])[CH:17]=1.C(=O)([O-])[O-].[Cs+].[Cs+].CC(C)(C(=O)CC(=O)C(C)(C)C)C. (6) Given the product [Br:1][C:2]1[CH:3]=[C:4]([NH:10][C:11](=[O:17])[O:12][C:13]([CH3:15])([CH3:14])[CH3:16])[CH:5]=[C:6]([CH:8]=[O:9])[CH:7]=1, predict the reactants needed to synthesize it. The reactants are: [Br:1][C:2]1[CH:3]=[C:4]([NH:10][C:11](=[O:17])[O:12][C:13]([CH3:16])([CH3:15])[CH3:14])[CH:5]=[C:6]([CH2:8][OH:9])[CH:7]=1.